Dataset: Forward reaction prediction with 1.9M reactions from USPTO patents (1976-2016). Task: Predict the product of the given reaction. (1) Given the reactants [C:1]1([NH:7][C:8]2[CH:18]=[CH:17][C:11]([C:12]([O:14][CH2:15][CH3:16])=[O:13])=[CH:10][C:9]=2[N+:19]([O-])=O)[CH:6]=[CH:5][CH:4]=[CH:3][CH:2]=1.[H][H], predict the reaction product. The product is: [CH3:16][CH2:15][O:14][C:12]([C:11]1[CH:17]=[CH:18][C:8]([NH:7][CH:1]2[CH2:6][CH2:5][CH2:4][CH2:3][CH2:2]2)=[C:9]([NH2:19])[CH:10]=1)=[O:13]. (2) Given the reactants [Si:1]([O:18][CH2:19][C@H:20]1[O:24][C:23](=[O:25])[CH2:22][CH2:21]1)([C:14]([CH3:17])([CH3:16])[CH3:15])([C:8]1[CH:13]=[CH:12][CH:11]=[CH:10][CH:9]=1)[C:2]1[CH:7]=[CH:6][CH:5]=[CH:4][CH:3]=1.C[Si]([N-][Si](C)(C)C)(C)C.[Li+].[CH3:36][C:37]([CH3:39])=[O:38], predict the reaction product. The product is: [Si:1]([O:18][CH2:19][C@H:20]1[O:24][C:23](=[O:25])[C@H:22]([C:37]([OH:38])([CH3:39])[CH3:36])[CH2:21]1)([C:14]([CH3:17])([CH3:15])[CH3:16])([C:8]1[CH:13]=[CH:12][CH:11]=[CH:10][CH:9]=1)[C:2]1[CH:7]=[CH:6][CH:5]=[CH:4][CH:3]=1. (3) The product is: [Br:12][C:13]1[CH:14]=[C:15]([CH:20]=[CH:21][C:22]=1[CH2:23][NH:1][C@H:2]([CH3:5])[CH2:3][OH:4])[C:16]([O:18][CH3:19])=[O:17]. Given the reactants [NH2:1][C@H:2]([CH3:5])[CH2:3][OH:4].C([O-])([O-])=O.[K+].[K+].[Br:12][C:13]1[CH:14]=[C:15]([CH:20]=[CH:21][C:22]=1[CH2:23]Br)[C:16]([O:18][CH3:19])=[O:17], predict the reaction product. (4) Given the reactants [CH3:1][C:2]1([CH3:9])[NH:6][C:5](=[O:7])[NH:4][C:3]1=[O:8].[H-].[Na+].[CH:12]1[C:21]2[C:16](=[CH:17][CH:18]=[CH:19][CH:20]=2)[CH:15]=[CH:14][C:13]=1[S:22](Cl)(=[O:24])=[O:23], predict the reaction product. The product is: [CH3:1][C:2]1([CH3:9])[N:6]([S:22]([C:13]2[CH:14]=[CH:15][C:16]3[C:21](=[CH:20][CH:19]=[CH:18][CH:17]=3)[CH:12]=2)(=[O:24])=[O:23])[C:5](=[O:7])[N:4]([S:22]([C:13]2[CH:14]=[CH:15][C:16]3[C:21](=[CH:20][CH:19]=[CH:18][CH:17]=3)[CH:12]=2)(=[O:24])=[O:23])[C:3]1=[O:8]. (5) The product is: [Br:17][C:18]1[CH:23]=[C:22]([CH3:24])[C:21]([CH2:25]/[CH:26]=[CH:7]/[C:8]([O:10][C:11]([CH3:14])([CH3:13])[CH3:12])=[O:9])=[C:20]([CH3:28])[CH:19]=1. Given the reactants COP([CH2:7][C:8]([O:10][C:11]([CH3:14])([CH3:13])[CH3:12])=[O:9])(OC)=O.[H-].[Na+].[Br:17][C:18]1[CH:23]=[C:22]([CH3:24])[C:21]([CH2:25][CH:26]=O)=[C:20]([CH3:28])[CH:19]=1.C([O-])(O)=O.[Na+], predict the reaction product.